Task: Predict the reaction yield, written as a fraction of the theoretical maximum amount of product (1.0 means a 100% yield; for example, 0.34 means a 34% yield).. Dataset: Reaction yield outcomes from USPTO patents with 853,638 reactions (1) The product is [NH2:6][C:7]1[CH:8]=[CH:9][CH:10]=[CH:11][C:1]=1[C:2]([NH:16][CH2:14][CH3:15])=[O:4]. The yield is 0.910. The catalyst is CO. The reactants are [C:1]12[C:7](=[CH:8][CH:9]=[CH:10][CH:11]=1)[NH:6]C(=O)[O:4][C:2]2=O.O.[CH2:14]([NH2:16])[CH3:15]. (2) The reactants are [CH2:1]([O:3][C:4]([CH:6]1[N:11]([S:12]([C:15]2[CH:20]=[CH:19][C:18]([O:21][CH2:22][C:23]#[C:24][CH3:25])=[CH:17][CH:16]=2)(=[O:14])=[O:13])[CH2:10][CH2:9][N:8](C(OC(C)(C)C)=O)[CH2:7]1)=[O:5])[CH3:2].FC(F)(F)C(O)=O. The catalyst is ClCCl. The product is [CH2:1]([O:3][C:4]([CH:6]1[CH2:7][NH:8][CH2:9][CH2:10][N:11]1[S:12]([C:15]1[CH:20]=[CH:19][C:18]([O:21][CH2:22][C:23]#[C:24][CH3:25])=[CH:17][CH:16]=1)(=[O:13])=[O:14])=[O:5])[CH3:2]. The yield is 0.880.